Dataset: Full USPTO retrosynthesis dataset with 1.9M reactions from patents (1976-2016). Task: Predict the reactants needed to synthesize the given product. (1) Given the product [CH2:7]([O:6][C:4](=[O:5])[C:3]1[CH:9]=[CH:10][C:11]([CH:13]2[CH2:18][CH2:17][CH2:16][CH2:15][CH2:14]2)=[N:12][C:2]=1[CH3:1])[CH3:8], predict the reactants needed to synthesize it. The reactants are: [CH3:1][C:2]1[N:12]=[CH:11][CH:10]=[CH:9][C:3]=1[C:4]([O:6][CH2:7][CH3:8])=[O:5].[CH:13]1(C(O)=O)[CH2:18][CH2:17][CH2:16][CH2:15][CH2:14]1.S(OOS([O-])(=O)=O)([O-])(=O)=O.[NH4+].[NH4+].[NH4+].[OH-]. (2) The reactants are: [C:1]([CH2:4][C:5]1[CH:13]=[CH:12][CH:11]=[CH:10][C:6]=1[C:7](O)=[O:8])(O)=[O:2].[H-].[H-].[H-].[H-].[Li+].[Al+3].O.[OH-].[Na+]. Given the product [OH:8][CH2:7][C:6]1[CH:10]=[CH:11][CH:12]=[CH:13][C:5]=1[CH2:4][CH2:1][OH:2], predict the reactants needed to synthesize it. (3) The reactants are: [CH3:1][C:2]1[C:11]2[C:6](=[CH:7][CH:8]=[C:9]([O:12][CH:13]3[CH2:18][CH2:17][CH2:16][CH2:15][O:14]3)[CH:10]=2)[O:5][CH:4]([C:19]2[CH:28]=[CH:27][C:22]([O:23][CH2:24][CH2:25][OH:26])=[CH:21][CH:20]=2)[C:3]=1[C:29]1[CH:34]=[CH:33][CH:32]=[C:31]([O:35][CH:36]2[CH2:41][CH2:40][CH2:39][CH2:38][O:37]2)[CH:30]=1.C(N(CC)CC)C.[CH3:49][S:50](Cl)(=[O:52])=[O:51].[Cl-].[NH4+]. Given the product [CH3:49][S:50]([O:26][CH2:25][CH2:24][O:23][C:22]1[CH:27]=[CH:28][C:19]([CH:4]2[C:3]([C:29]3[CH:34]=[CH:33][CH:32]=[C:31]([O:35][CH:36]4[CH2:41][CH2:40][CH2:39][CH2:38][O:37]4)[CH:30]=3)=[C:2]([CH3:1])[C:11]3[C:6](=[CH:7][CH:8]=[C:9]([O:12][CH:13]4[CH2:18][CH2:17][CH2:16][CH2:15][O:14]4)[CH:10]=3)[O:5]2)=[CH:20][CH:21]=1)(=[O:52])=[O:51], predict the reactants needed to synthesize it. (4) Given the product [C:12]1([C:18]2[N:19]=[CH:20][C:21]([CH2:24][NH:11][C:8]34[CH2:10][CH:4]5[CH2:5][CH:6]([CH2:1][CH:2]([CH2:3]5)[CH2:9]3)[CH2:7]4)=[CH:22][N:23]=2)[CH:13]=[CH:14][CH:15]=[CH:16][CH:17]=1, predict the reactants needed to synthesize it. The reactants are: [CH2:1]1[CH:6]2[CH2:7][C:8]3([NH2:11])[CH2:10][CH:4]([CH2:5]2)[CH2:3][CH:2]1[CH2:9]3.[C:12]1([C:18]2[N:23]=[CH:22][C:21]([CH:24]=O)=[CH:20][N:19]=2)[CH:17]=[CH:16][CH:15]=[CH:14][CH:13]=1. (5) Given the product [CH3:33][O:32][C:30](=[O:31])/[C:29](/[N+:26]([O-:28])=[O:27])=[CH:5]\[C:4]1[C:3]([O:2][CH3:1])=[CH:10][C:9]([O:11][CH3:12])=[CH:8][C:7]=1[O:13][CH3:14], predict the reactants needed to synthesize it. The reactants are: [CH3:1][O:2][C:3]1[CH:10]=[C:9]([O:11][CH3:12])[CH:8]=[C:7]([O:13][CH3:14])[C:4]=1[CH:5]=O.S([O-])([O-])(=O)=O.[Mg+2].C([O-])(=O)C.[NH4+].[N+:26]([CH2:29][C:30]([O:32][CH3:33])=[O:31])([O-:28])=[O:27]. (6) Given the product [Cl:1][C:2]1[CH:3]=[CH:4][C:5]([CH:8]2[C:17]3=[N:37][NH:38][C:19](=[O:21])[C:15]4[CH:14]=[CH:13][CH:12]=[C:11]([C:16]=43)[NH:10][CH:9]2[C:24]2[CH:25]=[CH:26][C:27]([CH2:30][N:31]([CH2:34][CH3:35])[CH2:32][CH3:33])=[CH:28][CH:29]=2)=[CH:6][CH:7]=1, predict the reactants needed to synthesize it. The reactants are: [Cl:1][C:2]1[CH:7]=[CH:6][C:5]([CH:8]2[C:17](=O)[C:16]3[C:15]([C:19]([O:21]CC)=O)=[CH:14][CH:13]=[CH:12][C:11]=3[NH:10][CH:9]2[C:24]2[CH:29]=[CH:28][C:27]([CH2:30][N:31]([CH2:34][CH3:35])[CH2:32][CH3:33])=[CH:26][CH:25]=2)=[CH:4][CH:3]=1.O.[NH2:37][NH2:38]. (7) The reactants are: ClC(Cl)(Cl)C(O)=O.S(=O)(=O)(O)O.[N+:13]([C:16]1[CH:17]=[C:18]2[C:23](=[CH:24][CH:25]=1)[O:22][CH2:21][CH2:20][C:19]2=[O:26])([O-:15])=[O:14].[N-:27]=[N+]=[N-].[Na+]. Given the product [N+:13]([C:16]1[CH:25]=[CH:24][C:23]2[O:22][CH2:21][CH2:20][C:19](=[O:26])[NH:27][C:18]=2[CH:17]=1)([O-:15])=[O:14], predict the reactants needed to synthesize it. (8) Given the product [Cl:23][C:24]1[CH:29]=[CH:28][C:27]([C:30]([N:35]2[C:43]3[C:38](=[C:39]([NH:44][C:45](=[O:51])[O:46][C:47]([CH3:50])([CH3:49])[CH3:48])[CH:40]=[CH:41][CH:42]=3)[CH:37]=[N:36]2)([CH2:33][CH3:34])[CH:31]=[O:32])=[CH:26][CH:25]=1, predict the reactants needed to synthesize it. The reactants are: CC(OI1(OC(C)=O)(OC(C)=O)OC(=O)C2C=CC=CC1=2)=O.[Cl:23][C:24]1[CH:29]=[CH:28][C:27]([C:30]([N:35]2[C:43]3[C:38](=[C:39]([NH:44][C:45](=[O:51])[O:46][C:47]([CH3:50])([CH3:49])[CH3:48])[CH:40]=[CH:41][CH:42]=3)[CH:37]=[N:36]2)([CH2:33][CH3:34])[CH2:31][OH:32])=[CH:26][CH:25]=1. (9) Given the product [ClH:24].[ClH:24].[NH:14]1[CH2:13][CH2:12][CH:11]([N:3]2[C:4]3[C:5](=[N:6][CH:7]=[CH:8][CH:9]=3)[NH:10][C:2]2=[O:1])[CH2:16][CH2:15]1, predict the reactants needed to synthesize it. The reactants are: [O:1]=[C:2]1[NH:10][C:5]2=[N:6][CH:7]=[CH:8][CH:9]=[C:4]2[N:3]1[CH:11]1[CH2:16][CH2:15][N:14](C(OC(C)(C)C)=O)[CH2:13][CH2:12]1.[ClH:24]. (10) Given the product [CH2:28]([O:27][C:18]1[CH:17]=[C:16]2[C:21](=[C:20]3[CH2:22][C:23]([CH3:26])([CH3:25])[O:24][C:19]=13)[C:12]([C:10]1[CH:9]=[CH:8][C:3]([C:4]([O:6][CH3:7])=[O:5])=[C:2]([NH:1][C:36](=[O:37])[C:35]3[CH:39]=[CH:40][CH:41]=[CH:42][C:34]=3[O:33][CH3:32])[CH:11]=1)=[N:13][C:14]([CH3:30])([CH3:31])[CH2:15]2)[CH3:29], predict the reactants needed to synthesize it. The reactants are: [NH2:1][C:2]1[CH:11]=[C:10]([C:12]2[C:21]3[C:16](=[CH:17][C:18]([O:27][CH2:28][CH3:29])=[C:19]4[O:24][C:23]([CH3:26])([CH3:25])[CH2:22][C:20]4=3)[CH2:15][C:14]([CH3:31])([CH3:30])[N:13]=2)[CH:9]=[CH:8][C:3]=1[C:4]([O:6][CH3:7])=[O:5].[CH3:32][O:33][C:34]1[CH:42]=[CH:41][CH:40]=[CH:39][C:35]=1[C:36](Cl)=[O:37].CCCCCC.